This data is from hERG potassium channel inhibition data for cardiac toxicity prediction from Karim et al.. The task is: Regression/Classification. Given a drug SMILES string, predict its toxicity properties. Task type varies by dataset: regression for continuous values (e.g., LD50, hERG inhibition percentage) or binary classification for toxic/non-toxic outcomes (e.g., AMES mutagenicity, cardiotoxicity, hepatotoxicity). Dataset: herg_karim. (1) The compound is Cc1nc2cc(N3CCN(CCN4Cc5ccccc5C4)C3=O)ccc2s1. The result is 1 (blocker). (2) The molecule is N[C@@H](C(=O)N1CC(c2cc(F)ccc2F)=C[C@H]1c1ccccc1)C1CC1. The result is 1 (blocker). (3) The drug is CC(C)CN(C(=O)c1ccccc1Oc1ccccc1)C1CCNC1. The result is 1 (blocker). (4) The compound is CC1Cc2c([nH]c3ccc(F)cc23)C2(N1)C(=O)Nc1ccc(Cl)cc12. The result is 0 (non-blocker).